From a dataset of Reaction yield outcomes from USPTO patents with 853,638 reactions. Predict the reaction yield, written as a fraction of the theoretical maximum amount of product (1.0 means a 100% yield; for example, 0.34 means a 34% yield). (1) The reactants are [C:1]([O:5][C:6]([NH:8][C@@H:9]([CH2:13][CH2:14][C:15]([O:17][CH3:18])=[O:16])[C:10](O)=[O:11])=[O:7])([CH3:4])([CH3:3])[CH3:2].CN1CCOCC1.ClC(OCC)=O.[BH4-].[Na+]. The catalyst is C1COCC1. The product is [C:1]([O:5][C:6]([NH:8][C@H:9]([CH2:10][OH:11])[CH2:13][CH2:14][C:15]([O:17][CH3:18])=[O:16])=[O:7])([CH3:3])([CH3:2])[CH3:4]. The yield is 0.610. (2) The reactants are C[O:2][C:3]1[CH:8]=[CH:7][C:6]([N+:9]([O-:11])=[O:10])=[CH:5][C:4]=1[O:12][CH2:13][CH2:14][N:15]1[CH2:20][CH2:19][O:18][CH2:17][CH2:16]1.C(S)CCCCCCCCCCC.C[O-].[Na+].O. The catalyst is CN(C=O)C. The product is [N+:9]([C:6]1[CH:7]=[CH:8][C:3]([OH:2])=[C:4]([O:12][CH2:13][CH2:14][N:15]2[CH2:16][CH2:17][O:18][CH2:19][CH2:20]2)[CH:5]=1)([O-:11])=[O:10]. The yield is 0.710. (3) The catalyst is CN(C)C=O.O. The yield is 0.430. The product is [Cl:1][C:2]1[CH:3]=[C:4]([OH:11])[C:5](=[CH:9][CH:10]=1)[C:6]([O:8][CH2:15][CH3:16])=[O:7]. The reactants are [Cl:1][C:2]1[CH:3]=[C:4]([OH:11])[C:5](=[CH:9][CH:10]=1)[C:6]([OH:8])=[O:7].Cl.CN(C)[CH2:15][CH2:16]CN=C=N.O.ON1C2C=CC=CC=2N=N1.C(O)C. (4) The reactants are [CH3:1][O:2][C:3]1[CH:4]=[C:5]2[C:10](=[CH:11][C:12]=1[O:13][CH3:14])[N:9]=[CH:8][N:7]=[C:6]2[O:15][C:16]1[CH:17]=[C:18]2[C:23](=[CH:24][CH:25]=1)[C:22]([C:26](O)=[O:27])=[CH:21][CH:20]=[CH:19]2.[NH2:29][CH2:30][C:31]1[CH:47]=[CH:46][C:34]([C:35]([NH:37][C:38]2[CH:43]=[CH:42][C:41]([F:44])=[CH:40][C:39]=2[NH2:45])=[O:36])=[CH:33][CH:32]=1. No catalyst specified. The product is [NH2:45][C:39]1[CH:40]=[C:41]([F:44])[CH:42]=[CH:43][C:38]=1[NH:37][C:35]([C:34]1[CH:33]=[CH:32][C:31]([CH2:30][NH:29][C:26]([C:22]2[C:23]3[C:18](=[CH:17][C:16]([O:15][C:6]4[C:5]5[C:10](=[CH:11][C:12]([O:13][CH3:14])=[C:3]([O:2][CH3:1])[CH:4]=5)[N:9]=[CH:8][N:7]=4)=[CH:25][CH:24]=3)[CH:19]=[CH:20][CH:21]=2)=[O:27])=[CH:47][CH:46]=1)=[O:36]. The yield is 0.750. (5) The reactants are [Cl:1][C:2]1[CH:7]=[CH:6][C:5]([C:8]2[S:16][C:15]3[C:14](=[O:17])[N:13]([C:18]4[CH:23]=[CH:22][C:21]([OH:24])=[C:20]([O:25][CH3:26])[CH:19]=4)[CH:12]=[N:11][C:10]=3[CH:9]=2)=[CH:4][CH:3]=1.C1(C)C(S(O[CH2:37][CH2:38][N:39]([CH3:46])[C:40]2[CH:45]=[CH:44][CH:43]=[CH:42][CH:41]=2)(=O)=O)=CC=CC=1.C(=O)([O-])[O-].[Cs+].[Cs+].O.C(O)C. The catalyst is CN(C=O)C. The product is [Cl:1][C:2]1[CH:3]=[CH:4][C:5]([C:8]2[S:16][C:15]3[C:14](=[O:17])[N:13]([C:18]4[CH:23]=[CH:22][C:21]([O:24][CH2:37][CH2:38][N:39]([CH3:46])[C:40]5[CH:45]=[CH:44][CH:43]=[CH:42][CH:41]=5)=[C:20]([O:25][CH3:26])[CH:19]=4)[CH:12]=[N:11][C:10]=3[CH:9]=2)=[CH:6][CH:7]=1. The yield is 0.800. (6) The reactants are [CH3:1]/[CH:2]=[CH:3]/[C:4]([CH:6]1[C:11]([CH3:13])([CH3:12])[CH2:10][CH:9]=[CH:8][CH:7]1[CH3:14])=[O:5].[C:15]([O:19][CH2:20][CH:21]([CH2:23][OH:24])[OH:22])(=[O:18])[CH2:16][SH:17]. The catalyst is C1CCN2C(=NCCC2)CC1. The product is [O:5]=[C:4]([CH:6]1[C:11]([CH3:12])([CH3:13])[CH2:10][CH:9]=[CH:8][CH:7]1[CH3:14])[CH2:3][CH:2]([S:17][CH2:16][C:15]([O:19][CH2:20][CH:21]([OH:22])[CH2:23][OH:24])=[O:18])[CH3:1]. The yield is 0.780. (7) The reactants are [C:1]([O:5][C:6]([NH:8][C@@H:9]([CH2:13][C:14]#[CH:15])[C:10](O)=[O:11])=[O:7])([CH3:4])([CH3:3])[CH3:2].CCN=C=NCCCN(C)C.C1C=CC2N(O)N=NC=2C=1.I.[C:38]([S:41][CH3:42])(=[NH:40])[NH2:39].CCN(C(C)C)C(C)C. The catalyst is ClCCl. The product is [NH:39]=[C:38]([NH:40][C:10](=[O:11])[C@@H:9]([NH:8][C:6](=[O:7])[O:5][C:1]([CH3:4])([CH3:3])[CH3:2])[CH2:13][C:14]#[CH:15])[S:41][CH3:42]. The yield is 0.600. (8) The reactants are CSC.B.O=[C:6]1[CH2:11][O:10][C:9]2[CH:12]=[CH:13][C:14]([CH2:16][C:17]([O:19][CH3:20])=[O:18])=[CH:15][C:8]=2[NH:7]1.CO. The catalyst is C1COCC1. The product is [O:10]1[CH2:11][CH2:6][NH:7][C:8]2[CH:15]=[C:14]([CH2:16][C:17]([O:19][CH3:20])=[O:18])[CH:13]=[CH:12][C:9]1=2. The yield is 0.620. (9) The reactants are [CH3:1][C:2]1[CH:3]=[C:4]([CH2:7][CH2:8][NH2:9])[S:5][CH:6]=1.[C:10](OC(=O)C)(=[O:12])[CH3:11]. The product is [CH3:1][C:2]1[CH:3]=[C:4]([CH2:7][CH2:8][NH:9][C:10](=[O:12])[CH3:11])[S:5][CH:6]=1. No catalyst specified. The yield is 0.950.